From a dataset of Peptide-MHC class I binding affinity with 185,985 pairs from IEDB/IMGT. Regression. Given a peptide amino acid sequence and an MHC pseudo amino acid sequence, predict their binding affinity value. This is MHC class I binding data. (1) The peptide sequence is NSPTFYACV. The MHC is Mamu-A01 with pseudo-sequence Mamu-A01. The binding affinity (normalized) is 0.532. (2) The binding affinity (normalized) is 0.0258. The MHC is HLA-A33:01 with pseudo-sequence HLA-A33:01. The peptide sequence is SLTDPRLEPH. (3) The peptide sequence is YMLDLQPETT. The MHC is HLA-A02:03 with pseudo-sequence HLA-A02:03. The binding affinity (normalized) is 0.213. (4) The peptide sequence is NILVAGNLI. The MHC is HLA-B07:02 with pseudo-sequence HLA-B07:02. The binding affinity (normalized) is 0.0902. (5) The peptide sequence is EEKHEKKHV. The MHC is H-2-Kk with pseudo-sequence H-2-Kk. The binding affinity (normalized) is 0.568. (6) The binding affinity (normalized) is 0.0246. The MHC is H-2-Db with pseudo-sequence H-2-Db. The peptide sequence is TNPKAFKSL.